From a dataset of Full USPTO retrosynthesis dataset with 1.9M reactions from patents (1976-2016). Predict the reactants needed to synthesize the given product. (1) Given the product [CH2:15]([O:14][C:12]1[CH:13]=[C:8]([O:6][CH2:3][C:4]#[CH:5])[N:9]=[CH:10][N:11]=1)[C:16]1[CH:21]=[CH:20][CH:19]=[CH:18][CH:17]=1, predict the reactants needed to synthesize it. The reactants are: [H-].[Na+].[CH2:3]([OH:6])[C:4]#[CH:5].Cl[C:8]1[CH:13]=[C:12]([O:14][CH2:15][C:16]2[CH:21]=[CH:20][CH:19]=[CH:18][CH:17]=2)[N:11]=[CH:10][N:9]=1.[Cl-].[NH4+]. (2) Given the product [CH2:1]([C:3]1[N:8]([CH2:9][C:10](=[O:17])[C:11]2[CH:12]=[CH:13][CH:14]=[CH:15][CH:16]=2)[C:7](=[O:18])[C:6]2[C:19]([O:28][CH2:29][C:30]([F:34])([F:35])[CH:31]([F:32])[F:33])=[C:20]([C:23]([OH:25])=[O:24])[N:21]([CH3:22])[C:5]=2[CH:4]=1)[CH3:2].[CH2:1]([C:3]1[N:8]([CH2:9][C:10](=[O:17])[C:11]2[CH:12]=[CH:13][CH:14]=[CH:15][CH:16]=2)[C:7](=[O:18])[C:6]2[C:19]([O:28][CH2:29][C:30]([F:34])([F:35])[CH:31]([F:33])[F:32])=[C:20]([C:23]([O:25][CH2:26][CH3:27])=[O:24])[N:21]([CH3:22])[C:5]=2[CH:4]=1)[CH3:2], predict the reactants needed to synthesize it. The reactants are: [CH2:1]([C:3]1[N:8]([CH2:9][C:10](=[O:17])[C:11]2[CH:16]=[CH:15][CH:14]=[CH:13][CH:12]=2)[C:7](=[O:18])[C:6]2[C:19]([O:28][CH2:29][C:30]([F:35])([F:34])[CH:31]([F:33])[F:32])=[C:20]([C:23]([O:25][CH2:26][CH3:27])=[O:24])[N:21]([CH3:22])[C:5]=2[CH:4]=1)[CH3:2].FC(F)(F)S(OCC(F)(F)C(F)F)(=O)=O.C(=O)([O-])[O-].[Cs+].[Cs+]. (3) Given the product [O:21]1[C:22]2[CH:28]=[CH:27][CH:26]=[CH:25][C:23]=2[N:24]=[C:20]1[S:19][CH2:2][CH2:3][CH2:4][C:5]([NH:7][C:8]1[C:9]([S:17][CH3:18])=[N:10][C:11]([CH3:16])=[CH:12][C:13]=1[S:14][CH3:15])=[O:6], predict the reactants needed to synthesize it. The reactants are: Br[CH2:2][CH2:3][CH2:4][C:5]([NH:7][C:8]1[C:9]([S:17][CH3:18])=[N:10][C:11]([CH3:16])=[CH:12][C:13]=1[S:14][CH3:15])=[O:6].[SH:19][C:20]1[O:21][C:22]2[CH:28]=[CH:27][CH:26]=[CH:25][C:23]=2[N:24]=1.C1OCCOCCOCCOCCOCCOC1.C(=O)([O-])[O-].[K+].[K+]. (4) Given the product [CH2:16]([N:18]([CH2:19][CH3:20])[C:5]1[CH:6]=[C:7]([CH:12]=[C:13]([CH3:15])[N:14]=1)[C:8]([NH:10][NH2:11])=[O:9])[CH3:17], predict the reactants needed to synthesize it. The reactants are: C([C:5]1[CH:6]=[C:7]([CH:12]=[C:13]([CH3:15])[N:14]=1)[C:8]([NH:10][NH2:11])=[O:9])C(C)C.[CH2:16]([N:18](CC)[C:19]1[CH:20]=C(C=C(C)N=1)C(O)=O)[CH3:17]. (5) Given the product [Cl:32][C:30]1[CH:29]=[CH:28][C:14]2[N:15]([CH2:19][C:20]3[CH:21]=[CH:22][C:23]([O:26][CH3:27])=[CH:24][CH:25]=3)[C:16](=[O:18])[CH2:17][N:11]3[C:10](=[O:39])[C@@H:9]([OH:8])[C@:12]3([C:33]3[CH:34]=[CH:35][CH:36]=[CH:37][CH:38]=3)[C:13]=2[CH:31]=1, predict the reactants needed to synthesize it. The reactants are: C([O:8][C@H:9]1[C@:12]2([C:33]3[CH:38]=[CH:37][CH:36]=[CH:35][CH:34]=3)[C:13]3[CH:31]=[C:30]([Cl:32])[CH:29]=[CH:28][C:14]=3[N:15]([CH2:19][C:20]3[CH:25]=[CH:24][C:23]([O:26][CH3:27])=[CH:22][CH:21]=3)[C:16](=[O:18])[CH2:17][N:11]2[C:10]1=[O:39])C1C=CC=CC=1. (6) Given the product [CH2:1]([O:3][C:4]([C:6]1([CH2:23][C:22]2[CH:25]=[CH:26][CH:27]=[CH:28][C:21]=2[Br:20])[C:11](=[O:12])[CH2:10][CH2:9][N:8]([CH2:13][C:14]2[CH:15]=[CH:16][CH:17]=[CH:18][CH:19]=2)[CH2:7]1)=[O:5])[CH3:2], predict the reactants needed to synthesize it. The reactants are: [CH2:1]([O:3][C:4]([CH:6]1[C:11](=[O:12])[CH2:10][CH2:9][N:8]([CH2:13][C:14]2[CH:19]=[CH:18][CH:17]=[CH:16][CH:15]=2)[CH2:7]1)=[O:5])[CH3:2].[Br:20][C:21]1[CH:28]=[CH:27][CH:26]=[CH:25][C:22]=1[CH2:23]Br. (7) Given the product [I:26][C:27]1[CH:28]=[CH:29][C:30]([CH2:31][N:32]([CH2:33][C:34]([O:36][C:37]([CH3:38])([CH3:39])[CH3:40])=[O:35])[C:17](=[O:18])[C:16]2[CH:20]=[CH:21][C:13]([NH:12][C:10](=[O:11])[CH2:9][C:6]3[CH:7]=[CH:8][C:3]([O:2][CH3:1])=[CH:4][C:5]=3[C:22]([F:25])([F:23])[F:24])=[CH:14][CH:15]=2)=[CH:41][CH:42]=1, predict the reactants needed to synthesize it. The reactants are: [CH3:1][O:2][C:3]1[CH:8]=[CH:7][C:6]([CH2:9][C:10]([NH:12][C:13]2[CH:21]=[CH:20][C:16]([C:17](O)=[O:18])=[CH:15][CH:14]=2)=[O:11])=[C:5]([C:22]([F:25])([F:24])[F:23])[CH:4]=1.[I:26][C:27]1[CH:42]=[CH:41][C:30]([CH2:31][NH:32][CH2:33][C:34]([O:36][C:37]([CH3:40])([CH3:39])[CH3:38])=[O:35])=[CH:29][CH:28]=1.CN(C(ON1N=NC2C=CC=NC1=2)=[N+](C)C)C.F[P-](F)(F)(F)(F)F. (8) The reactants are: [OH:1][C:2]1[CH:9]=[CH:8][CH:7]=[CH:6][C:3]=1[CH:4]=O.[S:10]1[CH2:16][C:14](=[O:15])[NH:13][C:11]1=S.[NH:17]1[CH2:21][CH2:20][C@H:19]([OH:22])[CH2:18]1. Given the product [OH:1][C:2]1[CH:9]=[CH:8][CH:7]=[CH:6][C:3]=1/[CH:4]=[C:16]1/[C:14](=[O:15])[N:13]=[C:11]([N:17]2[CH2:21][CH2:20][C@H:19]([OH:22])[CH2:18]2)[S:10]/1, predict the reactants needed to synthesize it.